From a dataset of Forward reaction prediction with 1.9M reactions from USPTO patents (1976-2016). Predict the product of the given reaction. (1) Given the reactants [CH2:1]([O:8][C:9]1[C:18]2[C:13](=[CH:14][CH:15]=[CH:16][CH:17]=2)[C:12]([C:19](=[O:23])[N:20]([CH3:22])[CH3:21])=[N:11][C:10]=1[C:24](O)=[O:25])[C:2]1[CH:7]=[CH:6][CH:5]=[CH:4][CH:3]=1.CCN(CC)CC.ClC(OCC(C)C)=O.Cl.[CH2:43]([O:50][C:51](=[O:54])[CH2:52][NH2:53])[C:44]1[CH:49]=[CH:48][CH:47]=[CH:46][CH:45]=1, predict the reaction product. The product is: [CH2:43]([O:50][C:51](=[O:54])[CH2:52][NH:53][C:24]([C:10]1[N:11]=[C:12]([C:19](=[O:23])[N:20]([CH3:21])[CH3:22])[C:13]2[C:18]([C:9]=1[O:8][CH2:1][C:2]1[CH:7]=[CH:6][CH:5]=[CH:4][CH:3]=1)=[CH:17][CH:16]=[CH:15][CH:14]=2)=[O:25])[C:44]1[CH:49]=[CH:48][CH:47]=[CH:46][CH:45]=1. (2) Given the reactants [F:1][C:2]1[CH:3]=[C:4]([CH:9]([C:16]2[CH:21]=[CH:20][C:19]([O:22][CH:23]3[CH2:31][C:30]4[C:25](=[CH:26][CH:27]=[CH:28][CH:29]=4)[CH2:24]3)=[CH:18][CH:17]=2)[CH2:10][C:11]([O:13]CC)=[O:12])[CH:5]=[C:6]([F:8])[CH:7]=1.[Li+].[OH-].Cl, predict the reaction product. The product is: [F:1][C:2]1[CH:3]=[C:4]([CH:9]([C:16]2[CH:17]=[CH:18][C:19]([O:22][CH:23]3[CH2:31][C:30]4[C:25](=[CH:26][CH:27]=[CH:28][CH:29]=4)[CH2:24]3)=[CH:20][CH:21]=2)[CH2:10][C:11]([OH:13])=[O:12])[CH:5]=[C:6]([F:8])[CH:7]=1. (3) Given the reactants [Br:1][C:2]1[CH:10]=[CH:9][C:5]([C:6]([OH:8])=O)=[C:4]([CH2:11][CH3:12])[CH:3]=1.[CH:13]([N:16](C(C)C)CC)(C)[CH3:14].F[P-](F)(F)(F)(F)F.N1(OC(N(C)C)=[N+](C)C)C2N=CC=CC=2N=N1, predict the reaction product. The product is: [Br:1][C:2]1[CH:10]=[CH:9][C:5]([C:6]2[O:8][CH:14]=[CH:13][N:16]=2)=[C:4]([CH2:11][CH3:12])[CH:3]=1. (4) Given the reactants [CH3:1][O:2][C:3]([C:5]1[CH:14]=[CH:13][C:8]2[N:9]=[C:10](Cl)[O:11][C:7]=2[CH:6]=1)=[O:4].[CH2:15]1[CH2:20][CH2:19][CH:18]([CH2:21][C@H:22]([NH2:26])[C:23]([OH:25])=O)[CH2:17][CH2:16]1.[F:27][C:28]1[CH:33]=[CH:32][C:31]([NH:34][CH2:35][CH2:36][NH2:37])=[CH:30][CH:29]=1, predict the reaction product. The product is: [CH3:1][O:2][C:3]([C:5]1[CH:14]=[CH:13][C:8]2[N:9]=[C:10]([NH:26][C@H:22]([C:23](=[O:25])[NH:37][CH2:36][CH2:35][NH:34][C:31]3[CH:32]=[CH:33][C:28]([F:27])=[CH:29][CH:30]=3)[CH2:21][CH:18]3[CH2:17][CH2:16][CH2:15][CH2:20][CH2:19]3)[O:11][C:7]=2[CH:6]=1)=[O:4]. (5) Given the reactants [CH2:1]([O:3][C:4]1[CH:5]=[C:6]([CH:11]=[C:12]([O:19][CH2:20][CH3:21])[C:13]=1[C:14]1[CH:15]=[N:16][O:17][CH:18]=1)[C:7]([O:9]C)=[O:8])[CH3:2].Cl, predict the reaction product. The product is: [CH2:1]([O:3][C:4]1[CH:5]=[C:6]([CH:11]=[C:12]([O:19][CH2:20][CH3:21])[C:13]=1[C:14]1[CH:15]=[N:16][O:17][CH:18]=1)[C:7]([OH:9])=[O:8])[CH3:2]. (6) Given the reactants [CH3:1][Mg]Br.C(C1[CH2:12][CH:11]2[N:13]([C:14]([O:16][CH2:17][CH3:18])=[O:15])C([CH2:9][CH2:10]2)C1)#N.[O:19]1[CH2:23][CH2:22][CH2:21][CH2:20]1, predict the reaction product. The product is: [C:23]([CH:22]1[CH2:12][CH:11]2[N:13]([C:14]([O:16][CH2:17][CH3:18])=[O:15])[CH:20]([CH2:9][CH2:10]2)[CH2:21]1)(=[O:19])[CH3:1]. (7) Given the reactants [NH2:1][CH2:2][CH2:3][N:4]1[CH2:8][CH2:7][CH2:6][CH2:5]1.[NH2:9][C:10]1[C:15]([C:16](O)=[O:17])=[CH:14][C:13]([Br:19])=[CH:12][N:11]=1.CCN(C(C)C)C(C)C.C(Cl)CCl.C1C=CC2N(O)N=NC=2C=1, predict the reaction product. The product is: [NH2:9][C:10]1[C:15]([C:16]([NH:1][CH2:2][CH2:3][N:4]2[CH2:8][CH2:7][CH2:6][CH2:5]2)=[O:17])=[CH:14][C:13]([Br:19])=[CH:12][N:11]=1. (8) Given the reactants C[O:2][C:3](=[O:31])[CH2:4][O:5][C:6]1[CH:15]=[CH:14][C:13]2[C:8](=[CH:9][CH:10]=[C:11]([C:16]3[NH:17][C:18]4[C:23]([C:24]=3[CH2:25][CH2:26][CH2:27][CH2:28][CH3:29])=[CH:22][CH:21]=[CH:20][CH:19]=4)[CH:12]=2)[C:7]=1[Br:30].[CH3:32]C([O-])(C)C.[K+].[H-].[Na+], predict the reaction product. The product is: [Br:30][C:7]1[C:8]2[C:13](=[CH:12][C:11]([C:16]3[N:17]([CH3:32])[C:18]4[C:23]([C:24]=3[CH2:25][CH2:26][CH2:27][CH2:28][CH3:29])=[CH:22][CH:21]=[CH:20][CH:19]=4)=[CH:10][CH:9]=2)[CH:14]=[CH:15][C:6]=1[O:5][CH2:4][C:3]([OH:2])=[O:31]. (9) Given the reactants [OH:1][C:2]1[CH:3]=[C:4]([CH:7]=[CH:8][CH:9]=1)[CH:5]=O.[NH2:10][C:11]1[CH:16]=[CH:15][CH:14]=[CH:13][CH:12]=1.C(O)(=O)C.C(O[BH-](OC(=O)C)OC(=O)C)(=O)C.[Na+], predict the reaction product. The product is: [C:11]1([NH:10][CH2:5][C:4]2[CH:3]=[C:2]([OH:1])[CH:9]=[CH:8][CH:7]=2)[CH:16]=[CH:15][CH:14]=[CH:13][CH:12]=1.